From a dataset of NCI-60 drug combinations with 297,098 pairs across 59 cell lines. Regression. Given two drug SMILES strings and cell line genomic features, predict the synergy score measuring deviation from expected non-interaction effect. (1) Drug 1: CC1=CC=C(C=C1)C2=CC(=NN2C3=CC=C(C=C3)S(=O)(=O)N)C(F)(F)F. Drug 2: COC1=C2C(=CC3=C1OC=C3)C=CC(=O)O2. Cell line: SR. Synergy scores: CSS=3.34, Synergy_ZIP=-2.32, Synergy_Bliss=-3.47, Synergy_Loewe=-3.53, Synergy_HSA=-3.01. (2) Drug 1: CC12CCC(CC1=CCC3C2CCC4(C3CC=C4C5=CN=CC=C5)C)O. Drug 2: CS(=O)(=O)OCCCCOS(=O)(=O)C. Cell line: DU-145. Synergy scores: CSS=1.31, Synergy_ZIP=0.152, Synergy_Bliss=0.0565, Synergy_Loewe=-2.32, Synergy_HSA=-1.69. (3) Drug 1: CNC(=O)C1=NC=CC(=C1)OC2=CC=C(C=C2)NC(=O)NC3=CC(=C(C=C3)Cl)C(F)(F)F. Drug 2: CCC1=C2N=C(C=C(N2N=C1)NCC3=C[N+](=CC=C3)[O-])N4CCCCC4CCO. Cell line: T-47D. Synergy scores: CSS=57.0, Synergy_ZIP=7.37, Synergy_Bliss=7.91, Synergy_Loewe=6.22, Synergy_HSA=11.9. (4) Drug 1: CC(CN1CC(=O)NC(=O)C1)N2CC(=O)NC(=O)C2. Drug 2: CC=C1C(=O)NC(C(=O)OC2CC(=O)NC(C(=O)NC(CSSCCC=C2)C(=O)N1)C(C)C)C(C)C. Cell line: HOP-92. Synergy scores: CSS=30.1, Synergy_ZIP=-3.84, Synergy_Bliss=-2.57, Synergy_Loewe=-4.69, Synergy_HSA=-1.07. (5) Drug 1: COC1=C(C=C2C(=C1)N=CN=C2NC3=CC(=C(C=C3)F)Cl)OCCCN4CCOCC4. Drug 2: C1CCC(C(C1)N)N.C(=O)(C(=O)[O-])[O-].[Pt+4]. Cell line: HS 578T. Synergy scores: CSS=6.37, Synergy_ZIP=3.89, Synergy_Bliss=0.519, Synergy_Loewe=-0.447, Synergy_HSA=0.817. (6) Drug 2: C1=CN(C(=O)N=C1N)C2C(C(C(O2)CO)O)O.Cl. Cell line: MDA-MB-435. Drug 1: CC12CCC3C(C1CCC2=O)CC(=C)C4=CC(=O)C=CC34C. Synergy scores: CSS=40.4, Synergy_ZIP=-1.02, Synergy_Bliss=1.80, Synergy_Loewe=-1.43, Synergy_HSA=1.62. (7) Drug 1: CC1CCC2CC(C(=CC=CC=CC(CC(C(=O)C(C(C(=CC(C(=O)CC(OC(=O)C3CCCCN3C(=O)C(=O)C1(O2)O)C(C)CC4CCC(C(C4)OC)OCCO)C)C)O)OC)C)C)C)OC. Drug 2: CC1=C(C(=O)C2=C(C1=O)N3CC4C(C3(C2COC(=O)N)OC)N4)N. Cell line: K-562. Synergy scores: CSS=28.7, Synergy_ZIP=-16.7, Synergy_Bliss=-11.0, Synergy_Loewe=-6.53, Synergy_HSA=-4.88.